Regression. Given a peptide amino acid sequence and an MHC pseudo amino acid sequence, predict their binding affinity value. This is MHC class I binding data. From a dataset of Peptide-MHC class I binding affinity with 185,985 pairs from IEDB/IMGT. (1) The peptide sequence is LSYNIYPFL. The MHC is H-2-Kb with pseudo-sequence H-2-Kb. The binding affinity (normalized) is 1.00. (2) The MHC is HLA-A68:01 with pseudo-sequence HLA-A68:01. The peptide sequence is SLLSLREVK. The binding affinity (normalized) is 0.345. (3) The peptide sequence is GVPKTHLEL. The MHC is HLA-B45:06 with pseudo-sequence HLA-B45:06. The binding affinity (normalized) is 0.213. (4) The peptide sequence is FIKPVSDLY. The MHC is HLA-A33:01 with pseudo-sequence HLA-A33:01. The binding affinity (normalized) is 0.425. (5) The peptide sequence is LELTEVFEF. The MHC is H-2-Kk with pseudo-sequence H-2-Kk. The binding affinity (normalized) is 0.537. (6) The peptide sequence is SRQFGFIVL. The MHC is HLA-B27:05 with pseudo-sequence HLA-B27:05. The binding affinity (normalized) is 0.551. (7) The peptide sequence is LITNTIAGV. The MHC is HLA-B57:01 with pseudo-sequence HLA-B57:01. The binding affinity (normalized) is 0.0847. (8) The peptide sequence is VMPPRTLLL. The MHC is HLA-C14:02 with pseudo-sequence HLA-C14:02. The binding affinity (normalized) is 0.599. (9) The peptide sequence is VPLRPMTY. The MHC is HLA-A02:03 with pseudo-sequence HLA-A02:03. The binding affinity (normalized) is 0.